Dataset: Forward reaction prediction with 1.9M reactions from USPTO patents (1976-2016). Task: Predict the product of the given reaction. (1) Given the reactants C(OC([N:8]1[CH2:11][CH:10]([C:12]2[C:17]([C:18]3[CH:23]=[CH:22][CH:21]=[C:20]([O:24][CH3:25])[CH:19]=3)=[N:16][CH:15]=[CH:14][N:13]=2)[CH2:9]1)=O)(C)(C)C.[ClH:26].CO, predict the reaction product. The product is: [ClH:26].[NH:8]1[CH2:11][CH:10]([C:12]2[C:17]([C:18]3[CH:23]=[CH:22][CH:21]=[C:20]([O:24][CH3:25])[CH:19]=3)=[N:16][CH:15]=[CH:14][N:13]=2)[CH2:9]1. (2) Given the reactants [OH-:1].[Na+].[CH3:3][OH:4].[CH3:5][C:6]1[CH:7]=[C:8]([C:23]2[CH:24]=[CH:25][C:26]([C:29]3[N:30]=[N:31][N:32]([CH2:34][C:35]([O:37]C)=[O:36])[CH:33]=3)=[N:27][CH:28]=2)[CH:9]=[C:10]([NH:12][C:13]2[N:18]=[C:17]([C:19]([F:22])([F:21])[F:20])[CH:16]=[CH:15][N:14]=2)[CH:11]=1, predict the reaction product. The product is: [CH3:5][C:6]1[CH:7]=[C:8]([C:23]2[CH:24]=[CH:25][C:26]([C:29]3[N:30]=[N:31][N:32]([CH2:34][C:35]([OH:37])=[O:36])[CH:33]=3)=[N:27][CH:28]=2)[CH:9]=[C:10]([NH:12][C:13]2[N:18]=[C:17]([C:19]([F:21])([F:20])[F:22])[CH:16]=[CH:15][N:14]=2)[CH:11]=1.[C:3]([OH:4])([C:19]([F:22])([F:21])[F:20])=[O:1]. (3) The product is: [OH:1][CH2:2][CH:3]1[O:7][C:6](=[O:8])[N:5]([CH2:9][CH2:11][C:15]2[CH:16]=[CH:17][C:12]([CH3:21])=[CH:13][CH:14]=2)[CH2:4]1. Given the reactants [OH:1][CH2:2][CH:3]1[O:7][C:6](=[O:8])[N:5]([CH:9]([CH3:11])C)[CH2:4]1.[C:12]1([CH3:21])[CH:17]=[CH:16][C:15](CCN)=[CH:14][CH:13]=1.C(N)(C)C, predict the reaction product. (4) Given the reactants [C:1]([CH:3]=[C:4]1[CH2:9][CH2:8][N:7]([C:10]2[CH:15]=[CH:14][C:13]([N:16]3[CH2:20][C@@H:19]([CH2:21][N:22]=[N+]=[N-])[O:18][C:17]3=[O:25])=[CH:12][CH:11]=2)[CH2:6][CH2:5]1)#[N:2].C1(P(C2C=CC=CC=2)C2C=CC=CC=2)C=CC=CC=1, predict the reaction product. The product is: [C:1]([CH:3]=[C:4]1[CH2:9][CH2:8][N:7]([C:10]2[CH:11]=[CH:12][C:13]([N:16]3[CH2:20][C@H:19]([CH2:21][NH2:22])[O:18][C:17]3=[O:25])=[CH:14][CH:15]=2)[CH2:6][CH2:5]1)#[N:2]. (5) Given the reactants [Br:1][C:2]1[CH:3]=[N:4][CH:5]=[C:6]([Br:10])[C:7]=1[CH:8]=O.Cl.[F:12][C:13]1[CH:18]=[CH:17][C:16]([NH:19][NH2:20])=[CH:15][CH:14]=1.C([O-])(=O)C.[Na+], predict the reaction product. The product is: [Br:1][C:2]1[CH:3]=[N:4][CH:5]=[C:6]([Br:10])[C:7]=1/[CH:8]=[N:20]/[NH:19][C:16]1[CH:17]=[CH:18][C:13]([F:12])=[CH:14][CH:15]=1. (6) Given the reactants Br[C:2]1[C:3]([C:16]2[CH:21]=[CH:20][C:19]([F:22])=[CH:18][CH:17]=2)=[N:4][C:5]([O:12][CH:13]([CH3:15])[CH3:14])=[C:6]([CH:11]=1)[C:7]([O:9][CH3:10])=[O:8].[CH:23]1(B(O)O)[CH2:25][CH2:24]1.C1(P(C2CCCCC2)C2C=CC=CC=2C2C(OC)=CC=CC=2OC)CCCCC1.C(=O)([O-])[O-].[Na+].[Na+], predict the reaction product. The product is: [CH:23]1([C:2]2[C:3]([C:16]3[CH:21]=[CH:20][C:19]([F:22])=[CH:18][CH:17]=3)=[N:4][C:5]([O:12][CH:13]([CH3:15])[CH3:14])=[C:6]([CH:11]=2)[C:7]([O:9][CH3:10])=[O:8])[CH2:25][CH2:24]1.